Predict the reaction yield, written as a fraction of the theoretical maximum amount of product (1.0 means a 100% yield; for example, 0.34 means a 34% yield). From a dataset of Reaction yield outcomes from USPTO patents with 853,638 reactions. (1) The reactants are [C:1]([C:5]1[CH:10]=[CH:9][C:8]([C:11]2[N:15]([CH3:16])[N:14]=[C:13]([C:17](=[N:19][NH:20][C:21]([NH:23][C:24]3[CH:33]=[CH:32][C:27]([C:28]([O:30]C)=[O:29])=[C:26]([N+:34]([O-:36])=[O:35])[CH:25]=3)=[S:22])[CH3:18])[C:12]=2[OH:37])=[CH:7][CH:6]=1)([CH3:4])([CH3:3])[CH3:2].[OH-].[Na+]. The catalyst is CO. The product is [C:1]([C:5]1[CH:10]=[CH:9][C:8]([C:11]2[N:15]([CH3:16])[N:14]=[C:13]([C:17](=[N:19][NH:20][C:21]([NH:23][C:24]3[CH:33]=[CH:32][C:27]([C:28]([OH:30])=[O:29])=[C:26]([N+:34]([O-:36])=[O:35])[CH:25]=3)=[S:22])[CH3:18])[C:12]=2[OH:37])=[CH:7][CH:6]=1)([CH3:2])([CH3:3])[CH3:4]. The yield is 0.280. (2) The reactants are [CH2:1]([O:3][C:4](=[O:15])[C:5]1[CH:10]=[C:9]([CH3:11])[N:8]=[C:7]([SH:12])[C:6]=1[C:13]#[N:14])[CH3:2].Br[CH2:17][C:18]([NH2:20])=[O:19].[O-]CC.[Na+]. The catalyst is CO. The product is [CH2:1]([O:3][C:4]([C:5]1[C:6]2[C:13]([NH2:14])=[C:17]([C:18](=[O:19])[NH2:20])[S:12][C:7]=2[N:8]=[C:9]([CH3:11])[CH:10]=1)=[O:15])[CH3:2]. The yield is 0.211. (3) The reactants are S(Cl)(Cl)=O.[NH2:5][C@H:6]1[CH2:10][CH2:9][C@@H:8]([C:11]([OH:13])=[O:12])[CH2:7]1.[CH3:14]O. No catalyst specified. The product is [NH2:5][C@H:6]1[CH2:10][CH2:9][C@@H:8]([C:11]([O:13][CH3:14])=[O:12])[CH2:7]1. The yield is 0.870. (4) The catalyst is [Pd].O1CCCC1. The reactants are C(O)C.C([O:11][C:12](=[O:29])[C:13]1[CH:18]=[C:17]([C:19]#[N:20])[CH:16]=[CH:15][C:14]=1[O:21]CC1C=CC=CC=1)C1C=CC=CC=1. The yield is 1.00. The product is [C:19]([C:17]1[CH:18]=[C:13]([C:12]([OH:29])=[O:11])[C:14]([OH:21])=[CH:15][CH:16]=1)#[N:20]. (5) The product is [CH3:1][N:2]1[CH2:3][CH2:4][N:5]([C:8]2[CH:13]=[CH:12][C:11]([NH2:14])=[C:10]([C:17]3[S:18][CH:19]=[CH:20][C:21]=3[CH3:22])[CH:9]=2)[CH2:6][CH2:7]1. The catalyst is CO.[Pd]. The reactants are [CH3:1][N:2]1[CH2:7][CH2:6][N:5]([C:8]2[CH:13]=[CH:12][C:11]([N+:14]([O-])=O)=[C:10]([C:17]3[S:18][CH:19]=[CH:20][C:21]=3[CH3:22])[CH:9]=2)[CH2:4][CH2:3]1. The yield is 0.720. (6) The reactants are C(OC([NH:8][CH2:9][C:10]1[CH:15]=[CH:14][C:13]([CH2:16][C:17](=[O:23])[N:18]2[CH2:22][CH2:21][CH2:20][CH2:19]2)=[CH:12][CH:11]=1)=O)(C)(C)C.Cl.O1CCOCC1. The catalyst is C(Cl)Cl. The product is [O:23]=[C:17]([N:18]1[CH2:22][CH2:21][CH2:20][CH2:19]1)[CH2:16][C:13]1[CH:14]=[CH:15][C:10]([CH2:9][NH2:8])=[CH:11][CH:12]=1. The yield is 0.980. (7) The reactants are [C:1]([C:4]1([C:7]([NH:9][C@@H:10]([C:12]2[CH:17]=[CH:16][CH:15]=[CH:14][CH:13]=2)[CH3:11])=[O:8])[CH2:6][CH2:5]1)(=[O:3])[CH3:2].[CH2:18](O)[CH2:19][OH:20].O. The catalyst is O.C1(C)C=CC(S(O)(=O)=O)=CC=1.C1(C)C=CC=CC=1. The product is [CH3:2][C:1]1([C:4]2([C:7]([NH:9][C@@H:10]([C:12]3[CH:13]=[CH:14][CH:15]=[CH:16][CH:17]=3)[CH3:11])=[O:8])[CH2:6][CH2:5]2)[O:20][CH2:19][CH2:18][O:3]1. The yield is 0.910.